From a dataset of Forward reaction prediction with 1.9M reactions from USPTO patents (1976-2016). Predict the product of the given reaction. (1) Given the reactants [C:1]1([S:7]([N:10]2[C:14]3[N:15]=[CH:16][N:17]=[C:18](Cl)[C:13]=3[CH:12]=[C:11]2[C:20]2[CH:25]=[CH:24][N:23]=[C:22]([O:26][CH3:27])[CH:21]=2)(=[O:9])=[O:8])[CH:6]=[CH:5][CH:4]=[CH:3][CH:2]=1.[C:28]1([CH3:49])[CH:33]=[CH:32][C:31]([C:34]2[NH:38][C:37]([CH:39]3[CH2:44][CH2:43][NH:42][CH2:41][CH2:40]3)=[N:36][C:35]=2[C:45]([F:48])([F:47])[F:46])=[CH:30][CH:29]=1.C(#N)C, predict the reaction product. The product is: [C:1]1([S:7]([N:10]2[C:14]3[N:15]=[CH:16][N:17]=[C:18]([N:42]4[CH2:43][CH2:44][CH:39]([C:37]5[NH:38][C:34]([C:31]6[CH:30]=[CH:29][C:28]([CH3:49])=[CH:33][CH:32]=6)=[C:35]([C:45]([F:46])([F:47])[F:48])[N:36]=5)[CH2:40][CH2:41]4)[C:13]=3[CH:12]=[C:11]2[C:20]2[CH:25]=[CH:24][N:23]=[C:22]([O:26][CH3:27])[CH:21]=2)(=[O:9])=[O:8])[CH:6]=[CH:5][CH:4]=[CH:3][CH:2]=1. (2) Given the reactants [Br:1][C:2]1[CH:9]=[C:6]([CH:7]=O)[C:5]([OH:10])=[CH:4][CH:3]=1.Br[CH:12](C(OCC)=O)[C:13]([O:15]CC)=[O:14].CC(=O)CC.[OH-].[K+].CCO, predict the reaction product. The product is: [Br:1][C:2]1[CH:3]=[CH:4][C:5]2[O:10][C:12]([C:13]([OH:15])=[O:14])=[CH:7][C:6]=2[CH:9]=1. (3) Given the reactants [CH3:1][O:2][C:3]1[C:8]([O:9][CH3:10])=[CH:7][CH:6]=[CH:5][C:4]=1[C@@H:11]1[C:17]2[CH:18]=[C:19]([F:22])[CH:20]=[CH:21][C:16]=2[N:15]2[CH:23]=[CH:24][CH:25]=[C:14]2[C@@H:13]([CH2:26][C:27]([N:29]2[CH2:34][CH2:33][CH:32]([CH2:35][C:36]([O:38]CC)=[O:37])[CH2:31][CH2:30]2)=[O:28])[O:12]1.C(=O)([O-])[O-].[K+].[K+].Cl.C(OCC)(=O)C, predict the reaction product. The product is: [CH3:1][O:2][C:3]1[C:8]([O:9][CH3:10])=[CH:7][CH:6]=[CH:5][C:4]=1[C@@H:11]1[C:17]2[CH:18]=[C:19]([F:22])[CH:20]=[CH:21][C:16]=2[N:15]2[CH:23]=[CH:24][CH:25]=[C:14]2[C@@H:13]([CH2:26][C:27]([N:29]2[CH2:34][CH2:33][CH:32]([CH2:35][C:36]([OH:38])=[O:37])[CH2:31][CH2:30]2)=[O:28])[O:12]1. (4) Given the reactants Cl[CH2:2][C:3]1[CH:20]=[CH:19][C:6]2[N:7]([CH2:17][CH3:18])[C:8](=[O:16])[C:9]([CH3:15])([CH3:14])[C:10](=[O:13])[N:11]([CH3:12])[C:5]=2[CH:4]=1.[C-:21]#[N:22].[Na+].O, predict the reaction product. The product is: [CH2:17]([N:7]1[C:8](=[O:16])[C:9]([CH3:15])([CH3:14])[C:10](=[O:13])[N:11]([CH3:12])[C:5]2[CH:4]=[C:3]([CH2:2][C:21]#[N:22])[CH:20]=[CH:19][C:6]1=2)[CH3:18]. (5) Given the reactants O[CH2:2][CH2:3][O:4][C:5]1[C:10]([C:11]2[CH:16]=[CH:15][C:14]([S:17]([CH3:20])(=[O:19])=[O:18])=[CH:13][CH:12]=2)=[CH:9][C:8]([C:21]2[NH:30][C:29](=[O:31])[C:28]3[C:23](=[CH:24][C:25]([O:34][CH3:35])=[CH:26][C:27]=3[O:32][CH3:33])[N:22]=2)=[CH:7][CH:6]=1.P(Br)(Br)[Br:37], predict the reaction product. The product is: [Br:37][CH2:2][CH2:3][O:4][C:5]1[C:10]([C:11]2[CH:16]=[CH:15][C:14]([S:17]([CH3:20])(=[O:19])=[O:18])=[CH:13][CH:12]=2)=[CH:9][C:8]([C:21]2[NH:30][C:29](=[O:31])[C:28]3[C:23](=[CH:24][C:25]([O:34][CH3:35])=[CH:26][C:27]=3[O:32][CH3:33])[N:22]=2)=[CH:7][CH:6]=1. (6) Given the reactants [CH3:1][C:2]1([CH3:8])[CH2:7][CH2:6][NH:5][CH2:4][CH2:3]1.CCN(C(C)C)C(C)C.[N:18]([C:21]([CH3:27])([CH3:26])[CH2:22][C:23](Cl)=[O:24])=[N+:19]=[N-:20].Cl, predict the reaction product. The product is: [N:18]([C:21]([CH3:27])([CH3:26])[CH2:22][C:23]([N:5]1[CH2:6][CH2:7][C:2]([CH3:8])([CH3:1])[CH2:3][CH2:4]1)=[O:24])=[N+:19]=[N-:20]. (7) Given the reactants [I-].C[N+]1C=C[N:5]([C:8](=[O:30])/[N:9]=[C:10]2\[S:11][C:12]([CH3:29])=[CH:13][N:14]\2[C:15]2[CH:28]=[CH:27][C:18]3[O:19][C:20]([F:26])([F:25])[C:21]([F:24])([F:23])[O:22][C:17]=3[CH:16]=2)[CH:4]=1.[F:31][C:32]1[CH:33]=[CH:34][C:35]([O:41][C:42]2[CH:47]=[CH:46][CH:45]=[CH:44][CH:43]=2)=[C:36](CNC)[CH:37]=1.[CH3:48]CN(C(C)C)C(C)C, predict the reaction product. The product is: [F:31][C:32]1[CH:33]=[CH:34][C:35]([O:41][C:42]2[CH:43]=[CH:44][CH:45]=[CH:46][CH:47]=2)=[C:36]([CH:37]=1)[CH2:4][N:5]([CH3:48])[C:8](/[N:9]=[C:10]1\[S:11][C:12]([CH3:29])=[CH:13][N:14]\1[C:15]1[CH:28]=[CH:27][C:18]2[O:19][C:20]([F:26])([F:25])[C:21]([F:23])([F:24])[O:22][C:17]=2[CH:16]=1)=[O:30].